From a dataset of Serine/threonine kinase 33 screen with 319,792 compounds. Binary Classification. Given a drug SMILES string, predict its activity (active/inactive) in a high-throughput screening assay against a specified biological target. (1) The molecule is O1CCN(CCN2C(\C(C(=O)C2=O)=C(\O)c2cc3CC(Oc3cc2)C)c2cc(OC)c(OCCCC)cc2)CC1. The result is 0 (inactive). (2) The compound is S(=O)(=O)(N(C)C)c1cc(NC(=O)COC(=O)Cc2c(F)cccc2)c(cc1)C. The result is 0 (inactive).